From a dataset of Catalyst prediction with 721,799 reactions and 888 catalyst types from USPTO. Predict which catalyst facilitates the given reaction. Reactant: Br[C:2]1[C:3]([CH3:27])=[N:4][N:5]([C:20]2[CH:25]=[CH:24][CH:23]=[CH:22][C:21]=2[CH3:26])[C:6]=1[NH:7][C:8]1[CH:17]=[CH:16][C:15]([O:18][CH3:19])=[CH:14][C:9]=1[C:10]([O:12]C)=[O:11].[O:28]1[CH:32]=[CH:31][C:30](B(O)O)=[CH:29]1.C([O-])([O-])=O.[Na+].[Na+].N#N. Product: [O:28]1[CH:32]=[CH:31][C:30]([C:2]2[C:3]([CH3:27])=[N:4][N:5]([C:20]3[CH:25]=[CH:24][CH:23]=[CH:22][C:21]=3[CH3:26])[C:6]=2[NH:7][C:8]2[CH:17]=[CH:16][C:15]([O:18][CH3:19])=[CH:14][C:9]=2[C:10]([OH:12])=[O:11])=[CH:29]1. The catalyst class is: 128.